Dataset: hERG potassium channel inhibition data for cardiac toxicity prediction from Karim et al.. Task: Regression/Classification. Given a drug SMILES string, predict its toxicity properties. Task type varies by dataset: regression for continuous values (e.g., LD50, hERG inhibition percentage) or binary classification for toxic/non-toxic outcomes (e.g., AMES mutagenicity, cardiotoxicity, hepatotoxicity). Dataset: herg_karim. (1) The drug is Cc1nccn1CC1CCC2C(C1=O)c1ccccc1N2C. The result is 0 (non-blocker). (2) The drug is COC(=O)c1cnc(Nc2cnc(C#N)c(O[C@@H]3CCNC3)n2)cc1N(C)C. The result is 0 (non-blocker).